Predict the reactants needed to synthesize the given product. From a dataset of Full USPTO retrosynthesis dataset with 1.9M reactions from patents (1976-2016). The reactants are: [C:1]([C:5]1[CH:10]=[CH:9][C:8]([S:11]([N:14]([CH2:22][C:23]([OH:25])=O)[C:15]2[CH:20]=[CH:19][C:18]([CH3:21])=[CH:17][CH:16]=2)(=[O:13])=[O:12])=[CH:7][CH:6]=1)([CH3:4])([CH3:3])[CH3:2].[CH2:26]([NH:28][CH2:29][C:30]1[S:31][CH:32]=[CH:33][N:34]=1)[CH3:27]. Given the product [C:1]([C:5]1[CH:10]=[CH:9][C:8]([S:11]([N:14]([C:15]2[CH:16]=[CH:17][C:18]([CH3:21])=[CH:19][CH:20]=2)[CH2:22][C:23]([N:28]([CH2:26][CH3:27])[CH2:29][C:30]2[S:31][CH:32]=[CH:33][N:34]=2)=[O:25])(=[O:13])=[O:12])=[CH:7][CH:6]=1)([CH3:4])([CH3:2])[CH3:3], predict the reactants needed to synthesize it.